From a dataset of Full USPTO retrosynthesis dataset with 1.9M reactions from patents (1976-2016). Predict the reactants needed to synthesize the given product. (1) Given the product [CH3:5][C:6]1[CH:13]=[C:12]([CH:11]=[CH:10][C:7]=1[CH2:8][NH:4][CH3:3])[O:14][CH:15]1[CH2:18][N:17]([C:19]([C:21]2[O:22][C:23]([C:26]3[CH:31]=[CH:30][CH:29]=[CH:28][CH:27]=3)=[N:24][N:25]=2)=[O:20])[CH2:16]1, predict the reactants needed to synthesize it. The reactants are: CO.[CH3:3][NH2:4].[CH3:5][C:6]1[CH:13]=[C:12]([O:14][CH:15]2[CH2:18][N:17]([C:19]([C:21]3[O:22][C:23]([C:26]4[CH:31]=[CH:30][CH:29]=[CH:28][CH:27]=4)=[N:24][N:25]=3)=[O:20])[CH2:16]2)[CH:11]=[CH:10][C:7]=1[CH:8]=O.[BH4-].[Na+]. (2) Given the product [Cl:17][C:18]1[CH:19]=[N:20][N:21]([C:23]2[CH:28]=[CH:27][C:26]([O:1][CH2:2][CH:3]3[CH:8]([NH:9][C:10](=[O:16])[O:11][C:12]([CH3:13])([CH3:15])[CH3:14])[CH2:7][CH2:6][O:5][CH2:4]3)=[CH:25][CH:24]=2)[CH:22]=1, predict the reactants needed to synthesize it. The reactants are: [OH:1][CH2:2][CH:3]1[CH:8]([NH:9][C:10](=[O:16])[O:11][C:12]([CH3:15])([CH3:14])[CH3:13])[CH2:7][CH2:6][O:5][CH2:4]1.[Cl:17][C:18]1[CH:19]=[N:20][N:21]([C:23]2[CH:28]=[CH:27][C:26](O)=[CH:25][CH:24]=2)[CH:22]=1.C1CCN(C(N=NC(N2CCCCC2)=O)=O)CC1.P(CCCC)(CCCC)CCCC. (3) The reactants are: [Br:1][C:2]1[CH:3]=[CH:4][C:5]([F:15])=[C:6]([C:8]23[CH2:13][CH:12]2[CH2:11][O:10][C:9]3=[O:14])[CH:7]=1.[NH3:16]. Given the product [Br:1][C:2]1[CH:3]=[CH:4][C:5]([F:15])=[C:6]([C:8]2([C:9]([NH2:16])=[O:14])[CH2:13][CH:12]2[CH2:11][OH:10])[CH:7]=1, predict the reactants needed to synthesize it. (4) Given the product [CH:25]1([CH2:24][NH:23][C:21](=[O:22])[CH2:20][CH3:19])[CH2:30][CH2:29][CH2:28][CH2:27][CH2:26]1, predict the reactants needed to synthesize it. The reactants are: COC1C=CC(CNC2C(/[CH:19]=[CH:20]/[C:21]([NH:23][CH2:24][CH:25]3[CH2:30][CH2:29][CH2:28][CH2:27][CH2:26]3)=[O:22])=CC3C(=CC=C(Br)C=3)N=2)=CC=1.CC1C=CC(S(NN)(=O)=O)=CC=1.C([O-])(=O)C.[Na+]. (5) Given the product [NH2:8][CH:4]1[CH2:5][CH2:6][CH2:7][C:2]([CH3:16])([OH:1])[CH2:3]1, predict the reactants needed to synthesize it. The reactants are: [OH:1][CH:2]1[CH2:7][CH2:6][CH2:5][CH:4]([NH:8]C(=O)OC(C)(C)C)[CH2:3]1.[C:16](O)(C(F)(F)F)=O. (6) Given the product [OH:1][C:2]([CH2:6][CH2:7][CH3:8])([C:3]([NH2:39])=[O:4])[C:9]([N:10]([C@@H:11]1[C:17](=[O:18])[NH:16][C:15]2[CH:19]=[CH:20][CH:21]=[CH:22][C:14]=2[C:13]2[CH:23]=[CH:24][CH:25]=[CH:26][C:12]1=2)[CH2:30][C:29]([F:36])([F:28])[C:32]([F:35])([F:34])[F:33])=[O:27], predict the reactants needed to synthesize it. The reactants are: [OH:1][C:2]([C:9](=[O:27])[NH:10][C@@H:11]1[C:17](=[O:18])[NH:16][C:15]2[CH:19]=[CH:20][CH:21]=[CH:22][C:14]=2[C:13]2[CH:23]=[CH:24][CH:25]=[CH:26][C:12]1=2)([CH2:6][CH2:7][CH3:8])[C:3](O)=[O:4].[F:28][C:29]([F:36])([C:32]([F:35])([F:34])[F:33])[CH2:30]N.O.O[N:39]1C2C=CC=CC=2N=N1.C(N(C(C)C)CC)(C)C.Cl.CN(C)CCCN=C=NCC. (7) Given the product [CH:19]1([CH2:18][C@H:17]([C:24]2[CH:29]=[CH:28][C:27]([S:30]([CH3:33])(=[O:31])=[O:32])=[CH:26][CH:25]=2)[C:16]([NH:15][C:12]2[CH:11]=[N:10][C:9]([C:7](=[N:6][OH:5])[CH3:8])=[CH:14][N:13]=2)=[O:34])[CH2:20][CH2:21][CH2:22][CH2:23]1, predict the reactants needed to synthesize it. The reactants are: C([O:5][N:6]=[C:7]([C:9]1[N:10]=[CH:11][C:12]([NH:15][C:16](=[O:34])[C@@H:17]([C:24]2[CH:29]=[CH:28][C:27]([S:30]([CH3:33])(=[O:32])=[O:31])=[CH:26][CH:25]=2)[CH2:18][CH:19]2[CH2:23][CH2:22][CH2:21][CH2:20]2)=[N:13][CH:14]=1)[CH3:8])(C)(C)C.